This data is from Experimentally validated miRNA-target interactions with 360,000+ pairs, plus equal number of negative samples. The task is: Binary Classification. Given a miRNA mature sequence and a target amino acid sequence, predict their likelihood of interaction. (1) The miRNA is hsa-miR-578 with sequence CUUCUUGUGCUCUAGGAUUGU. The protein sequence of the target gene is MSLKSERRGIHVDQSDLLCKKGCGYYGNPAWQGFCSKCWREEYHKARQKQIQEDWELAERLQREEEEAFASSQSSQGAQSLTFSKFEEKKTNEKTRKVTTVKKFFSASSRVGSKKEIQEAKAPSPSINRQTSIETDRVSKEFIEFLKTFHKTGQEIYKQTKLFLEGMHYKRDLSIEEQSECAQDFYHNVAERMQTRGKVPPERVEKIMDQIEKYIMTRLYKYVFCPETTDDEKKDLAIQKRIRALRWVTPQMLCVPVNEDIPEVSDMVVKAITDIIEMDSKRVPRDKLACITKCSKHIFN.... Result: 1 (interaction). (2) The miRNA is hsa-miR-10a-5p with sequence UACCCUGUAGAUCCGAAUUUGUG. The protein sequence of the target gene is MDGTETRQRRLDSCGKPGELGLPHPLSTGGLPVASEDGALRAPESQSVTPKPLETEPSRETTWSIGLQVTVPFMFAGLGLSWAGMLLDYFQHWPVFVEVKDLLTLVPPLVGLKGNLEMTLASRLSTAANTGQIDDPQEQHRVISSNLALIQVQATVVGLLAAVAALLLGVVSREEVDVAKVELLCASSVLTAFLAAFALGVLMVCIVIGARKLGVNPDNIATPIAASLGDLITLSILALVSSFFYRHKDSRYLTPLVCLSFAALTPVWVLIAKQSPPIVKILKFGWFPIILAMVISSFGG.... Result: 1 (interaction). (3) The miRNA is hsa-miR-99a-3p with sequence CAAGCUCGCUUCUAUGGGUCUG. The protein sequence of the target gene is MAPPTGVLSSLLLLVTIAGCARKQCSEGRTYSNAVISPNLETTRIMRVSHTFPVVDCTAACCDLSSCDLAWWFEGRCYLVSCPHKENCEPKKMGPIRSYLTFVLRPVQRPAQLLDYGDMMLNRGSPSGIWGDSPEDIRKDLTFLGKDWGLEEMSEYSDDYRELEKDLLQPSGKQEPRGSAEYTDWGLLPGSEGAFNSSVGDSPAVPAETQQDPELHYLNESASTPAPKLPERSVLLPLPTTPSSGEVLEKEKASQLQEQSSNSSGKEVLMPSHSLPPASLELSSVTVEKSPVLTVTPGST.... Result: 1 (interaction).